Dataset: Full USPTO retrosynthesis dataset with 1.9M reactions from patents (1976-2016). Task: Predict the reactants needed to synthesize the given product. The reactants are: [ClH:1].[CH3:2][N:3]([CH3:32])[CH:4]1[CH2:9][CH2:8][N:7]([C:10](=[O:31])[CH2:11][CH2:12][C:13]2[N:14]([CH2:18][C:19]([O:21][C:22]3[CH:23]=[C:24]4[C:28](=[CH:29][CH:30]=3)[CH2:27][CH2:26][CH2:25]4)=[O:20])[CH:15]=[CH:16][N:17]=2)[CH2:6][CH2:5]1. Given the product [ClH:1].[CH3:32][N:3]([CH3:2])[CH:4]1[CH2:9][CH2:8][N:7]([C:10](=[O:31])[CH2:11][CH2:12][C:13]2[N:14]([CH2:18][C:19]([O:21][C:22]3[CH:23]=[C:24]4[C:28](=[CH:29][CH:30]=3)[CH2:27][CH2:26][CH2:25]4)=[O:20])[CH:15]=[CH:16][N:17]=2)[CH2:6][CH2:5]1, predict the reactants needed to synthesize it.